This data is from Full USPTO retrosynthesis dataset with 1.9M reactions from patents (1976-2016). The task is: Predict the reactants needed to synthesize the given product. (1) Given the product [Cl:12][C:4]1[N:3]=[C:2]([NH:13][CH2:14][CH2:15][CH2:16][CH2:17][NH:18][C:19](=[O:25])[O:20][C:21]([CH3:23])([CH3:22])[CH3:24])[C:7]2=[N:8][CH:9]=[CH:10][N:11]=[C:6]2[CH:5]=1, predict the reactants needed to synthesize it. The reactants are: Cl[C:2]1[C:7]2=[N:8][CH:9]=[CH:10][N:11]=[C:6]2[CH:5]=[C:4]([Cl:12])[N:3]=1.[NH2:13][CH2:14][CH2:15][CH2:16][CH2:17][NH:18][C:19](=[O:25])[O:20][C:21]([CH3:24])([CH3:23])[CH3:22].C(N(C(C)C)CC)(C)C. (2) The reactants are: [F:1][C:2]([F:10])([F:9])[CH2:3][CH2:4][S:5](Cl)(=[O:7])=[O:6].[Cl:11][C:12]1[CH:17]=[C:16]([Cl:18])[CH:15]=[CH:14][C:13]=1[N:19]1[C:23]([C:24]2[CH:29]=[CH:28][C:27](O)=[CH:26][CH:25]=2)=[C:22]([CH3:31])[C:21]([C:32]([NH:34][C:35]2[CH:40]=[CH:39][C:38]([F:41])=[CH:37][N:36]=2)=[O:33])=[N:20]1.[OH2:42]. Given the product [F:1][C:2]([F:10])([F:9])[CH2:3][CH2:4][S:5]([O:42][C:24]1([C:23]2[N:19]([C:13]3[CH:14]=[CH:15][C:16]([Cl:18])=[CH:17][C:12]=3[Cl:11])[N:20]=[C:21]([C:32]([NH:34][C:35]3[CH:40]=[CH:39][C:38]([F:41])=[CH:37][N:36]=3)=[O:33])[C:22]=2[CH3:31])[CH:25]=[CH:26][CH:27]=[CH:28][CH2:29]1)(=[O:7])=[O:6], predict the reactants needed to synthesize it. (3) The reactants are: [CH:1]1[CH:2]=[CH:3][C:4]([O:7][C:8]2[C:9]([N:21]3[CH2:25][CH2:24][CH2:23][CH2:22]3)=[CH:10][C:11]([C:18]([OH:20])=[O:19])=[CH:12][C:13]=2[S:14]([NH2:17])(=[O:16])=[O:15])=[CH:5][CH:6]=1.Cl.[CH3:27][N:28]([CH3:33])[CH2:29][CH2:30][CH2:31]Cl.C(N(CC)CC)C.[I-].[Na+]. Given the product [NH2:17][S:14]([C:13]1[CH:12]=[C:11]([CH:10]=[C:9]([N:21]2[CH2:22][CH2:23][CH2:24][CH2:25]2)[C:8]=1[O:7][C:4]1[CH:5]=[CH:6][CH:1]=[CH:2][CH:3]=1)[C:18]([O:20][CH2:31][CH2:30][CH2:29][N:28]([CH3:33])[CH3:27])=[O:19])(=[O:16])=[O:15], predict the reactants needed to synthesize it. (4) Given the product [Si:20]([O:8][CH2:7][C:2]1[CH:3]=[CH:4][CH:5]=[CH:6][C:1]=1[CH2:9][OH:10])([C:23]([CH3:26])([CH3:25])[CH3:24])([CH3:22])[CH3:21], predict the reactants needed to synthesize it. The reactants are: [C:1]1([CH2:9][OH:10])[C:2]([CH2:7][OH:8])=[CH:3][CH:4]=[CH:5][CH:6]=1.C(N(CC)C(C)C)(C)C.[Si:20](Cl)([C:23]([CH3:26])([CH3:25])[CH3:24])([CH3:22])[CH3:21]. (5) The reactants are: [OH:1][C:2]1[C:3]([C:15]([O:17]C)=[O:16])=[N:4][N:5]([C:9]2[CH:14]=[CH:13][CH:12]=[CH:11][CH:10]=2)[C:6](=[O:8])[CH:7]=1.Cl. Given the product [OH:1][C:2]1[C:3]([C:15]([OH:17])=[O:16])=[N:4][N:5]([C:9]2[CH:14]=[CH:13][CH:12]=[CH:11][CH:10]=2)[C:6](=[O:8])[CH:7]=1, predict the reactants needed to synthesize it. (6) Given the product [Cl:1][C:2]1[CH:7]=[C:6]([CH2:8][Br:10])[CH:5]=[CH:4][N:3]=1, predict the reactants needed to synthesize it. The reactants are: [Cl:1][C:2]1[CH:7]=[C:6]([CH2:8]O)[CH:5]=[CH:4][N:3]=1.[Br:10]P(Br)(C1C=CC=CC=1)(C1C=CC=CC=1)C1C=CC=CC=1. (7) Given the product [C:4]([O:3][C:1](=[O:2])[NH:8][C:9]1[CH:14]=[CH:13][CH:12]=[C:11]([C:27]2[N:23]([CH:18]3[CH2:19][CH2:20][CH2:21][CH2:22][O:17]3)[N:24]=[CH:25][CH:26]=2)[C:10]=1[F:16])([CH3:7])([CH3:6])[CH3:5], predict the reactants needed to synthesize it. The reactants are: [C:1]([NH:8][C:9]1[CH:14]=[CH:13][CH:12]=[C:11](Br)[C:10]=1[F:16])([O:3][C:4]([CH3:7])([CH3:6])[CH3:5])=[O:2].[O:17]1[CH2:22][CH2:21][CH2:20][CH2:19][CH:18]1[N:23]1[C:27](B2OC(C)(C)C(C)(C)O2)=[CH:26][CH:25]=[N:24]1.C(=O)([O-])[O-].[Cs+].[Cs+].